Dataset: Peptide-MHC class I binding affinity with 185,985 pairs from IEDB/IMGT. Task: Regression. Given a peptide amino acid sequence and an MHC pseudo amino acid sequence, predict their binding affinity value. This is MHC class I binding data. (1) The peptide sequence is GLSRYVARL. The MHC is Patr-A0701 with pseudo-sequence Patr-A0701. The binding affinity (normalized) is 0.159. (2) The peptide sequence is YLCSLAVVL. The MHC is HLA-A02:01 with pseudo-sequence HLA-A02:01. The binding affinity (normalized) is 0.740. (3) The peptide sequence is RTAFLRFWL. The MHC is HLA-B57:01 with pseudo-sequence HLA-B57:01. The binding affinity (normalized) is 0.623. (4) The MHC is HLA-B45:01 with pseudo-sequence HLA-B45:01. The binding affinity (normalized) is 0.363. The peptide sequence is AEVQIDRLI. (5) The peptide sequence is MIDNQKLSY. The MHC is HLA-A30:01 with pseudo-sequence HLA-A30:01. The binding affinity (normalized) is 0.0339. (6) The peptide sequence is FAAPHRGVA. The MHC is HLA-B57:01 with pseudo-sequence HLA-B57:01. The binding affinity (normalized) is 0.0847. (7) The peptide sequence is WTDLYTSMS. The MHC is HLA-B58:01 with pseudo-sequence HLA-B58:01. The binding affinity (normalized) is 0.0847. (8) The peptide sequence is TMERTNDLTA. The MHC is HLA-A68:02 with pseudo-sequence HLA-A68:02. The binding affinity (normalized) is 0.232.